From a dataset of Catalyst prediction with 721,799 reactions and 888 catalyst types from USPTO. Predict which catalyst facilitates the given reaction. Reactant: [CH2:1]([N:3]([CH2:17][CH3:18])[C:4]([CH:6]1[CH2:9][CH2:8][N:7]1[C:10]([O:12][C:13]([CH3:16])([CH3:15])[CH3:14])=[O:11])=O)[CH3:2].B.C1COCC1. Product: [CH2:1]([N:3]([CH2:4][CH:6]1[CH2:9][CH2:8][N:7]1[C:10]([O:12][C:13]([CH3:15])([CH3:14])[CH3:16])=[O:11])[CH2:17][CH3:18])[CH3:2]. The catalyst class is: 1.